The task is: Predict the product of the given reaction.. This data is from Forward reaction prediction with 1.9M reactions from USPTO patents (1976-2016). (1) Given the reactants [CH2:1]([O:8][C:9]([NH:11][C@H:12]([C:16]([OH:18])=O)[CH:13]([CH3:15])[CH3:14])=[O:10])[C:2]1[CH:7]=[CH:6][CH:5]=[CH:4][CH:3]=1.Cl.[C:20]([O:24][C:25](=[O:37])[CH2:26][C@@H:27]([O:35][CH3:36])[C@@H:28]([NH:33][CH3:34])[C@@H:29]([CH3:32])[CH2:30][CH3:31])([CH3:23])([CH3:22])[CH3:21].Cl.CN(C)CCCN=C=NCC.O.ON1C2C=CC=CC=2N=N1.C(N(CC)C(C)C)(C)C.[Cl-].[NH4+], predict the reaction product. The product is: [C:20]([O:24][C:25](=[O:37])[CH2:26][C@@H:27]([O:35][CH3:36])[C@@H:28]([N:33]([C:16](=[O:18])[C@H:12]([CH:13]([CH3:14])[CH3:15])[NH:11][C:9]([O:8][CH2:1][C:2]1[CH:3]=[CH:4][CH:5]=[CH:6][CH:7]=1)=[O:10])[CH3:34])[C@@H:29]([CH3:32])[CH2:30][CH3:31])([CH3:22])([CH3:21])[CH3:23]. (2) Given the reactants [I:1][C:2]1[CH:18]=[CH:17][C:5]([CH:6]=[N:7][CH:8]([CH3:16])[CH2:9][C:10]2[CH:15]=[CH:14][CH:13]=[CH:12][CH:11]=2)=[CH:4][CH:3]=1.FC(F)(F)S(O)(=O)=O.[OH-].[Na+], predict the reaction product. The product is: [I:1][C:2]1[CH:3]=[CH:4][C:5]([C@@H:6]2[C:11]3[C:10](=[CH:15][CH:14]=[CH:13][CH:12]=3)[CH2:9][C@H:8]([CH3:16])[NH:7]2)=[CH:17][CH:18]=1. (3) Given the reactants IC.[Cl:3][C:4]1[CH:5]=[C:6]([C:10]2[C:19]3[C:14](=[CH:15][CH:16]=[C:17]([C:20](=[O:28])[C:21]4[CH:26]=[CH:25][CH:24]=[C:23]([I:27])[CH:22]=4)[CH:18]=3)[NH:13][C:12](=[O:29])[CH:11]=2)[CH:7]=[CH:8][CH:9]=1.[CH3:30]COC(C)=O, predict the reaction product. The product is: [Cl:3][C:4]1[CH:5]=[C:6]([C:10]2[C:19]3[C:14](=[CH:15][CH:16]=[C:17]([C:20](=[O:28])[C:21]4[CH:26]=[CH:25][CH:24]=[C:23]([I:27])[CH:22]=4)[CH:18]=3)[N:13]([CH3:30])[C:12](=[O:29])[CH:11]=2)[CH:7]=[CH:8][CH:9]=1. (4) Given the reactants [C:1]([N:8]1[CH2:13][CH2:12][CH2:11][CH2:10][C:9]1=O)([O:3][C:4]([CH3:7])([CH3:6])[CH3:5])=[O:2].[NH3:15].[BH4-].[Na+], predict the reaction product. The product is: [C:4]([O:3][C:1]([N:8]1[CH2:13][CH2:12][CH:11]([NH2:15])[CH2:10][CH2:9]1)=[O:2])([CH3:7])([CH3:6])[CH3:5]. (5) Given the reactants [O-]CC.[Na+].Cl.[NH2:6][C:7]([NH2:9])=[NH:8].ClCCl.[CH2:13]([O:15][C:16](=[O:27])[C:17]([C:21](=O)[C:22]([F:25])([F:24])[F:23])=[CH:18]OC)[CH3:14], predict the reaction product. The product is: [CH2:13]([O:15][C:16]([C:17]1[C:21]([C:22]([F:23])([F:24])[F:25])=[N:8][C:7]([NH2:9])=[N:6][CH:18]=1)=[O:27])[CH3:14]. (6) Given the reactants [F:1][C:2]1[CH:11]=[C:10]2[C:5]([C:6]([O:29][CH3:30])=[CH:7][C:8](=[O:28])[N:9]2[CH2:12][CH2:13][N:14]2[CH2:19][CH2:18][CH:17]([NH:20]C(=O)OC(C)(C)C)[CH2:16][CH2:15]2)=[CH:4][CH:3]=1.Cl, predict the reaction product. The product is: [NH2:20][CH:17]1[CH2:16][CH2:15][N:14]([CH2:13][CH2:12][N:9]2[C:10]3[C:5](=[CH:4][CH:3]=[C:2]([F:1])[CH:11]=3)[C:6]([O:29][CH3:30])=[CH:7][C:8]2=[O:28])[CH2:19][CH2:18]1. (7) The product is: [CH3:12][C:8]1[CH:7]=[CH:6][C:5]2[C:10](=[CH:11][C:2]([NH:1][C:23](=[O:24])[C:22]3[CH:26]=[CH:27][C:19]([C:13]4[CH:18]=[CH:17][CH:16]=[CH:15][CH:14]=4)=[N:20][CH:21]=3)=[CH:3][CH:4]=2)[N:9]=1. Given the reactants [NH2:1][C:2]1[CH:11]=[C:10]2[C:5]([CH:6]=[CH:7][C:8]([CH3:12])=[N:9]2)=[CH:4][CH:3]=1.[C:13]1([C:19]2[CH:27]=[CH:26][C:22]([C:23](O)=[O:24])=[CH:21][N:20]=2)[CH:18]=[CH:17][CH:16]=[CH:15][CH:14]=1, predict the reaction product. (8) Given the reactants [CH3:1][C:2]1[CH:7]=[CH:6][C:5]([S:8]([O:11][CH2:12][C@H:13]2[CH:22]=[CH:21][C:20]3[C:15](=[C:16]([C:23]4[C:28]([Cl:29])=[CH:27][CH:26]=[CH:25][C:24]=4[Cl:30])[CH:17]=[CH:18][CH:19]=3)[O:14]2)(=[O:10])=[O:9])=[CH:4][CH:3]=1.[H][H], predict the reaction product. The product is: [CH3:1][C:2]1[CH:7]=[CH:6][C:5]([S:8]([O:11][CH2:12][C@H:13]2[CH2:22][CH2:21][C:20]3[C:15](=[C:16]([C:23]4[C:24]([Cl:30])=[CH:25][CH:26]=[CH:27][C:28]=4[Cl:29])[CH:17]=[CH:18][CH:19]=3)[O:14]2)(=[O:10])=[O:9])=[CH:4][CH:3]=1. (9) The product is: [CH2:15]([S:22]([NH:25][C:26]([CH:28]1[CH2:29][CH2:30][N:31]([C:34]2[C:44]([C:45]#[N:46])=[CH:43][C:37]([C:38]([O:40][CH2:41][CH3:42])=[O:39])=[C:36]([CH2:47][OH:48])[N:35]=2)[CH2:32][CH2:33]1)=[O:27])(=[O:24])=[O:23])[C:16]1[CH:17]=[CH:18][CH:19]=[CH:20][CH:21]=1. Given the reactants C(C1C(=O)C(Cl)=C(Cl)C(=O)C=1C#N)#N.[CH2:15]([S:22]([NH:25][C:26]([CH:28]1[CH2:33][CH2:32][N:31]([C:34]2[C:44]([C:45]#[N:46])=[CH:43][C:37]([C:38]([O:40][CH2:41][CH3:42])=[O:39])=[C:36]([CH2:47][O:48]CC3C=CC(OC)=C(OC)C=3)[N:35]=2)[CH2:30][CH2:29]1)=[O:27])(=[O:24])=[O:23])[C:16]1[CH:21]=[CH:20][CH:19]=[CH:18][CH:17]=1, predict the reaction product. (10) Given the reactants [CH3:1][O:2][C:3]1[CH:8]=[CH:7][CH:6]=[CH:5][C:4]=1[C:9]([CH3:20])([CH3:19])[CH2:10][C:11]([OH:18])([C:14]([F:17])([F:16])[F:15])[CH:12]=O.[NH2:21][C:22]1[CH:31]=[CH:30][CH:29]=[C:28]2[C:23]=1[CH:24]=[N:25][NH:26][C:27]2=[O:32].B(Br)(Br)Br, predict the reaction product. The product is: [OH:18][C:11]1([C:14]([F:15])([F:17])[F:16])[CH2:10][C:9]([CH3:19])([CH3:20])[C:4]2[C:5](=[CH:6][CH:7]=[CH:8][C:3]=2[O:2][CH3:1])[CH:12]1[NH:21][C:22]1[CH:31]=[CH:30][CH:29]=[C:28]2[C:23]=1[CH:24]=[N:25][N:26]=[CH:27]2.[OH:18][C:11]1([C:14]([F:15])([F:16])[F:17])[CH2:10][C:9]([CH3:19])([CH3:20])[C:4]2[C:5](=[CH:6][CH:7]=[CH:8][C:3]=2[OH:2])[CH:12]1[NH:21][C:22]1[CH:31]=[CH:30][CH:29]=[C:28]2[C:23]=1[CH:24]=[N:25][NH:26][C:27]2=[O:32].